This data is from NCI-60 drug combinations with 297,098 pairs across 59 cell lines. The task is: Regression. Given two drug SMILES strings and cell line genomic features, predict the synergy score measuring deviation from expected non-interaction effect. (1) Drug 1: C1=CC(=CC=C1CC(C(=O)O)N)N(CCCl)CCCl.Cl. Cell line: MCF7. Synergy scores: CSS=38.3, Synergy_ZIP=-0.781, Synergy_Bliss=2.32, Synergy_Loewe=1.83, Synergy_HSA=7.44. Drug 2: C1C(C(OC1N2C=C(C(=O)NC2=O)F)CO)O. (2) Drug 1: C1CC(=O)NC(=O)C1N2CC3=C(C2=O)C=CC=C3N. Drug 2: CNC(=O)C1=NC=CC(=C1)OC2=CC=C(C=C2)NC(=O)NC3=CC(=C(C=C3)Cl)C(F)(F)F. Cell line: SF-268. Synergy scores: CSS=31.2, Synergy_ZIP=-7.00, Synergy_Bliss=-0.619, Synergy_Loewe=-5.32, Synergy_HSA=-1.06. (3) Synergy scores: CSS=5.72, Synergy_ZIP=-5.22, Synergy_Bliss=-5.72, Synergy_Loewe=4.06, Synergy_HSA=-4.90. Drug 2: C1C(C(OC1N2C=NC3=C2NC=NCC3O)CO)O. Drug 1: CC1=C2C(C(=O)C3(C(CC4C(C3C(C(C2(C)C)(CC1OC(=O)C(C(C5=CC=CC=C5)NC(=O)OC(C)(C)C)O)O)OC(=O)C6=CC=CC=C6)(CO4)OC(=O)C)O)C)O. Cell line: NCI/ADR-RES. (4) Drug 1: C1CC(=O)NC(=O)C1N2CC3=C(C2=O)C=CC=C3N. Drug 2: CC1=C2C(C(=O)C3(C(CC4C(C3C(C(C2(C)C)(CC1OC(=O)C(C(C5=CC=CC=C5)NC(=O)C6=CC=CC=C6)O)O)OC(=O)C7=CC=CC=C7)(CO4)OC(=O)C)O)C)OC(=O)C. Cell line: NCIH23. Synergy scores: CSS=17.3, Synergy_ZIP=-0.180, Synergy_Bliss=0.651, Synergy_Loewe=-30.8, Synergy_HSA=0.344.